This data is from Reaction yield outcomes from USPTO patents with 853,638 reactions. The task is: Predict the reaction yield, written as a fraction of the theoretical maximum amount of product (1.0 means a 100% yield; for example, 0.34 means a 34% yield). (1) The reactants are [OH:1][CH2:2][CH2:3][CH:4]1[CH2:9][CH2:8][N:7]([C:10]([O:12][C:13]([CH3:16])([CH3:15])[CH3:14])=[O:11])[CH2:6][CH2:5]1.[C:17]([C:21]1[CH:26]=[CH:25][CH:24]=[CH:23][C:22]=1O)([CH3:20])([CH3:19])[CH3:18].[O-]P([O-])([O-])=O.[K+].[K+].[K+].O. The yield is 0.440. The product is [C:17]([C:21]1[CH:26]=[CH:25][CH:24]=[CH:23][C:22]=1[O:1][CH2:2][CH2:3][CH:4]1[CH2:5][CH2:6][N:7]([C:10]([O:12][C:13]([CH3:16])([CH3:15])[CH3:14])=[O:11])[CH2:8][CH2:9]1)([CH3:20])([CH3:19])[CH3:18]. The catalyst is N1C=CC=CC=1.CN(C=O)C. (2) The reactants are [I:1][C:2]1[C:10]2[C:5](=[CH:6][CH:7]=[C:8]([C:11]([OH:13])=O)[CH:9]=2)[NH:4][N:3]=1.[CH:14]1([CH:18]([C:20]2[CH:25]=[CH:24][CH:23]=[CH:22][CH:21]=2)[NH2:19])[CH2:17][CH2:16][CH2:15]1. No catalyst specified. The product is [CH:14]1([CH:18]([C:20]2[CH:21]=[CH:22][CH:23]=[CH:24][CH:25]=2)[NH:19][C:11]([C:8]2[CH:9]=[C:10]3[C:5](=[CH:6][CH:7]=2)[NH:4][N:3]=[C:2]3[I:1])=[O:13])[CH2:15][CH2:16][CH2:17]1. The yield is 0.780. (3) The reactants are [F:1][C:2]1[CH:7]=[CH:6][C:5]([CH:8]([OH:25])[CH2:9][O:10][C:11]2[CH:24]=[CH:23][C:14]([CH2:15][CH:16]3[S:20][C:19](=[O:21])[NH:18][C:17]3=[O:22])=[CH:13][CH:12]=2)=[CH:4][CH:3]=1.CS(C)=O.O=P12OP3(OP(OP(O3)(O1)=O)(=O)O2)=O.C(N(CC)CC)C. The catalyst is C(Cl)Cl. The product is [F:1][C:2]1[CH:3]=[CH:4][C:5]([C:8](=[O:25])[CH2:9][O:10][C:11]2[CH:24]=[CH:23][C:14]([CH2:15][CH:16]3[S:20][C:19](=[O:21])[NH:18][C:17]3=[O:22])=[CH:13][CH:12]=2)=[CH:6][CH:7]=1. The yield is 0.480. (4) The reactants are [Cl:1][C:2]1[CH:3]=[C:4]([CH:7]=[C:8]([O:11]C)[C:9]=1[OH:10])[CH:5]=[O:6].B(Br)(Br)Br. The catalyst is ClCCl. The product is [Cl:1][C:2]1[CH:3]=[C:4]([CH:7]=[C:8]([OH:11])[C:9]=1[OH:10])[CH:5]=[O:6]. The yield is 0.890. (5) The reactants are [F:1][C:2]1[CH:13]=[CH:12][C:11]([C:14]2[CH:19]=[CH:18][CH:17]=[C:16]([F:20])[CH:15]=2)=[CH:10][C:3]=1[C:4](N(OC)C)=[O:5].[CH3:21][Mg+].[Br-].O. The catalyst is C1COCC1. The product is [F:1][C:2]1[CH:13]=[CH:12][C:11]([C:14]2[CH:19]=[CH:18][CH:17]=[C:16]([F:20])[CH:15]=2)=[CH:10][C:3]=1[C:4](=[O:5])[CH3:21]. The yield is 0.860. (6) The reactants are [CH2:1]1[CH:10]2[N:5]([CH2:6][CH2:7][CH2:8][CH2:9]2)[CH2:4][CH:3]([CH2:11][OH:12])[CH2:2]1.C(N(CC)CC)C.[CH3:20][S:21](Cl)(=[O:23])=[O:22]. The catalyst is ClCCl. The product is [CH3:20][S:21]([O:12][CH2:11][CH:3]1[CH2:4][N:5]2[CH:10]([CH2:9][CH2:8][CH2:7][CH2:6]2)[CH2:1][CH2:2]1)(=[O:23])=[O:22]. The yield is 0.910. (7) The reactants are [CH2:1]([O:8][C:9]1([C:12]2[CH:17]=[CH:16][C:15]([C:18]#[C:19][C:20]3[CH:30]=[CH:29][C:23]([C:24]([O:26]CC)=[O:25])=[CH:22][CH:21]=3)=[CH:14][C:13]=2[CH3:31])[CH2:11][CH2:10]1)[C:2]1[CH:7]=[CH:6][CH:5]=[CH:4][CH:3]=1.[OH-].[Na+]. The catalyst is C(O)C.O1CCCC1. The product is [CH2:1]([O:8][C:9]1([C:12]2[CH:17]=[CH:16][C:15]([C:18]#[C:19][C:20]3[CH:21]=[CH:22][C:23]([C:24]([OH:26])=[O:25])=[CH:29][CH:30]=3)=[CH:14][C:13]=2[CH3:31])[CH2:11][CH2:10]1)[C:2]1[CH:7]=[CH:6][CH:5]=[CH:4][CH:3]=1. The yield is 0.760. (8) The reactants are OO.C([OH:7])(C)(C)C.C=CCCCCCC.[O:16]([CH:18]([CH2:21][CH2:22][CH2:23][CH2:24][CH2:25][CH3:26])[CH2:19][OH:20])O. The catalyst is [W].C(OC)(C)(C)C. The product is [O:20]([CH2:19][CH:18]([OH:16])[CH2:21][CH2:22][CH2:23][CH2:24][CH2:25][CH3:26])[OH:7]. The yield is 0.420. (9) The reactants are CN(C=O)C.[C:6]([O:10][C:11]([N:13]1[CH2:16][CH:15]([O:17][C:18]2[CH:23]=[C:22]([Br:24])[CH:21]=[CH:20][C:19]=2[OH:25])[CH2:14]1)=[O:12])([CH3:9])([CH3:8])[CH3:7].C([O-])([O-])=O.[Cs+].[Cs+].[CH2:32](Br)[C:33]1[CH:38]=[CH:37][CH:36]=[CH:35][CH:34]=1. The catalyst is O. The product is [C:6]([O:10][C:11]([N:13]1[CH2:14][CH:15]([O:17][C:18]2[CH:23]=[C:22]([Br:24])[CH:21]=[CH:20][C:19]=2[O:25][CH2:32][C:33]2[CH:38]=[CH:37][CH:36]=[CH:35][CH:34]=2)[CH2:16]1)=[O:12])([CH3:9])([CH3:7])[CH3:8]. The yield is 0.990. (10) The yield is 0.220. The product is [Cl:1][C:2]1[C:7]([Cl:8])=[CH:6][N:5]=[C:4]([NH:9][C:10]2[O:31][C@:23]3([CH2:22][N:21]=2)[CH:28]2[CH2:29][CH2:30][N:25]([CH2:26][CH2:27]2)[CH2:24]3)[CH:3]=1. The reactants are [Cl:1][C:2]1[C:7]([Cl:8])=[CH:6][N:5]=[C:4]([N:9]=[C:10]=S)[CH:3]=1.C(N(CC)CC)C.Cl.Cl.[NH2:21][CH2:22][C@@:23]1([OH:31])[CH:28]2[CH2:29][CH2:30][N:25]([CH2:26][CH2:27]2)[CH2:24]1.C(N=C=NC(C)C)(C)C. The catalyst is CN(C)C=O.